From a dataset of Reaction yield outcomes from USPTO patents with 853,638 reactions. Predict the reaction yield, written as a fraction of the theoretical maximum amount of product (1.0 means a 100% yield; for example, 0.34 means a 34% yield). (1) The reactants are C(O)(=O)C.[NH2:5][C:6]([C:9]1[CH:14]=[CH:13][C:12]([NH:15][C:16]([C:18]2[NH:19][CH:20]=[C:21]([C:23]#[N:24])[N:22]=2)=[O:17])=[C:11]([C:25]2[CH2:30][CH2:29][CH2:28][CH2:27][CH:26]=2)[CH:10]=1)([CH3:8])[CH3:7].[C:31](Cl)(=[O:35])[C:32](Cl)=[O:33].CC[N:39](C(C)C)C(C)C. No catalyst specified. The product is [C:23]([C:21]1[N:22]=[C:18]([C:16]([NH:15][C:12]2[CH:13]=[CH:14][C:9]([C:6]([NH:5][C:31](=[O:35])[C:32]([NH2:39])=[O:33])([CH3:8])[CH3:7])=[CH:10][C:11]=2[C:25]2[CH2:30][CH2:29][CH2:28][CH2:27][CH:26]=2)=[O:17])[NH:19][CH:20]=1)#[N:24]. The yield is 0.340. (2) The reactants are [F:1][C:2]1[CH:3]=[C:4]([CH:6]=[CH:7][C:8]=1I)[NH2:5].C(=O)([O-])[O-].[K+].[K+].[C:16]1(B2OC(C)(C)C(C)(C)O2)[CH2:21][CH2:20][CH2:19][CH2:18][CH:17]=1. The catalyst is C(COC)OC.O. The product is [C:16]1([C:8]2[CH:7]=[CH:6][C:4]([NH2:5])=[CH:3][C:2]=2[F:1])[CH2:21][CH2:20][CH2:19][CH2:18][CH:17]=1. The yield is 0.630. (3) The catalyst is C(#N)C. The yield is 0.410. The reactants are [CH3:1][O:2][C:3]1[CH:8]=[CH:7][CH:6]=[C:5]([O:9][CH3:10])[C:4]=1/[CH:11]=[CH:12]/[CH:13]=[C:14](/[N:20]=P(C1C=CC=CC=1)(C1C=CC=CC=1)C1C=CC=CC=1)\[C:15]([O:17][CH2:18][CH3:19])=[O:16].[Cl:40][C:41]1[CH:48]=[CH:47][C:44]([CH:45]=O)=[CH:43][C:42]=1[OH:49]. The product is [Cl:40][C:41]1[CH:48]=[CH:47][C:44]([C:45]2[N:20]=[C:14]([C:15]([O:17][CH2:18][CH3:19])=[O:16])[CH:13]=[CH:12][C:11]=2[C:4]2[C:5]([O:9][CH3:10])=[CH:6][CH:7]=[CH:8][C:3]=2[O:2][CH3:1])=[CH:43][C:42]=1[OH:49]. (4) The reactants are [Cl:1][C:2]1[CH:7]=[C:6]([Cl:8])[CH:5]=[CH:4][C:3]=1[C:9]1[C:10]([C:26]#[N:27])=[C:11]([C:19]2[CH:24]=[CH:23][N:22]=[C:21](F)[CH:20]=2)[S:12][C:13]=1[C:14]1[NH:18][N:17]=[N:16][CH:15]=1.COC1C=C(OC)C=CC=1C[NH2:33].CCN(C(C)C)C(C)C.C(O)CCC.C(Cl)Cl.C(O)(C(F)(F)F)=O. No catalyst specified. The product is [NH2:33][C:21]1[CH:20]=[C:19]([C:11]2[S:12][C:13]([C:14]3[NH:18][N:17]=[N:16][CH:15]=3)=[C:9]([C:3]3[CH:4]=[CH:5][C:6]([Cl:8])=[CH:7][C:2]=3[Cl:1])[C:10]=2[C:26]#[N:27])[CH:24]=[CH:23][N:22]=1. The yield is 0.470. (5) The reactants are [CH2:1]([O:8][N:9]1[C:15](=[O:16])[N:14]2[CH2:17][C@H:10]1[CH2:11][CH2:12][C@H:13]2[C:18]([OH:20])=O)[C:2]1[CH:7]=[CH:6][CH:5]=[CH:4][CH:3]=1.[CH:21]1([C:25]([NH:27][NH2:28])=[O:26])[CH2:24][CH2:23][CH2:22]1.ON1C2C=CC=CC=2N=N1.Cl.C(N=C=NCCCN(C)C)C. The catalyst is C(Cl)Cl. The product is [CH2:1]([O:8][N:9]1[C:15](=[O:16])[N:14]2[CH2:17][C@H:10]1[CH2:11][CH2:12][C@H:13]2[C:18]([NH:28][NH:27][C:25]([CH:21]1[CH2:24][CH2:23][CH2:22]1)=[O:26])=[O:20])[C:2]1[CH:3]=[CH:4][CH:5]=[CH:6][CH:7]=1. The yield is 1.00. (6) The reactants are [CH3:1][CH:2]([CH3:31])[C:3]([NH:5][C:6]1[CH:11]=[CH:10][C:9]([C:12]2[CH:17]=[CH:16][N:15]=[C:14]([NH:18][C:19]3[CH:24]=[CH:23][C:22]([CH2:25][C:26]([O:28]CC)=[O:27])=[CH:21][CH:20]=3)[N:13]=2)=[CH:8][CH:7]=1)=[O:4].ClC1N=C(C2C=CC(NC(=O)C(C)C)=CC=2)C=CN=1.C(OC(=O)CC1C=CC(N)=CC=1)C.C([O-])([O-])=O.[Cs+].[Cs+].C1C=CC(P(C2C(C3C(P(C4C=CC=CC=4)C4C=CC=CC=4)=CC=C4C=3C=CC=C4)=C3C(C=CC=C3)=CC=2)C2C=CC=CC=2)=CC=1. The catalyst is O1CCOCC1.CCOC(C)=O.CC([O-])=O.CC([O-])=O.[Pd+2]. The product is [CH3:1][CH:2]([CH3:31])[C:3]([NH:5][C:6]1[CH:7]=[CH:8][C:9]([C:12]2[CH:17]=[CH:16][N:15]=[C:14]([NH:18][C:19]3[CH:20]=[CH:21][C:22]([CH2:25][C:26]([OH:28])=[O:27])=[CH:23][CH:24]=3)[N:13]=2)=[CH:10][CH:11]=1)=[O:4]. The yield is 0.620. (7) The reactants are C1(P(C2C=CC=CC=2)C2C=CC=CC=2)C=CC=CC=1.[F:20][C:21]1[CH:26]=[CH:25][CH:24]=[CH:23][C:22]=1[C:27]1[C:36]2[C:31](=[CH:32][CH:33]=[CH:34][CH:35]=2)[C:30](=[O:37])[O:29][C:28]=1[CH2:38]O.[Br:40]C(Br)(Br)Br.C(Cl)Cl. The catalyst is CO. The product is [Br:40][CH2:38][C:28]1[O:29][C:30](=[O:37])[C:31]2[C:36]([C:27]=1[C:22]1[CH:23]=[CH:24][CH:25]=[CH:26][C:21]=1[F:20])=[CH:35][CH:34]=[CH:33][CH:32]=2. The yield is 0.750. (8) The reactants are [NH2:1][C:2]1[C:3]([NH:36][CH3:37])=[CH:4][C:5]([C:10]2[CH:11]=[N:12][C:13]([O:20][CH2:21][CH2:22][CH:23]3[CH2:28][CH2:27][N:26]([C:29]([O:31][C:32]([CH3:35])([CH3:34])[CH3:33])=[O:30])[CH2:25][CH2:24]3)=[C:14]([C:16]([F:19])([F:18])[F:17])[CH:15]=2)=[N:6][C:7]=1[C:8]#[N:9].[N:38]([O-])=O.[Na+]. The catalyst is O.O1CCOCC1. The product is [C:8]([C:7]1[C:2]2[N:1]=[N:38][N:36]([CH3:37])[C:3]=2[CH:4]=[C:5]([C:10]2[CH:15]=[C:14]([C:16]([F:17])([F:19])[F:18])[C:13]([O:20][CH2:21][CH2:22][CH:23]3[CH2:28][CH2:27][N:26]([C:29]([O:31][C:32]([CH3:34])([CH3:33])[CH3:35])=[O:30])[CH2:25][CH2:24]3)=[N:12][CH:11]=2)[N:6]=1)#[N:9]. The yield is 0.940. (9) The catalyst is [Na+].[Na+].Cl[Pd+2](Cl)(Cl)Cl. The product is [Cl:25][C:26]1[CH:27]=[C:28]([C:2]2[CH:24]=[C:23]3[C:5]([CH2:6][C:7]4([C:16]53[N:20]=[C:19]([NH2:21])[C:18]([CH3:22])=[N:17]5)[CH2:8][CH2:9][CH:10]([CH:13]([F:14])[F:15])[CH2:11][CH2:12]4)=[CH:4][CH:3]=2)[CH:29]=[N:30][CH:31]=1. The yield is 0.110. The reactants are Br[C:2]1[CH:24]=[C:23]2[C:5]([CH2:6][C:7]3([C:16]42[N:20]=[C:19]([NH2:21])[C:18]([CH3:22])=[N:17]4)[CH2:12][CH2:11][CH:10]([CH:13]([F:15])[F:14])[CH2:9][CH2:8]3)=[CH:4][CH:3]=1.[Cl:25][C:26]1[CH:27]=[C:28](B(O)O)[CH:29]=[N:30][CH:31]=1.CC([PH+](C(C)(C)C)CCCS([O-])(=O)=O)(C)C.C([O-])([O-])=O.[K+].[K+].